This data is from Reaction yield outcomes from USPTO patents with 853,638 reactions. The task is: Predict the reaction yield, written as a fraction of the theoretical maximum amount of product (1.0 means a 100% yield; for example, 0.34 means a 34% yield). (1) The reactants are [H-].[Li+].[O:3]=[C:4]1[C:9]([C:10]([O:12][CH3:13])=[O:11])=[CH:8][CH:7]=[CH:6][NH:5]1.Br[CH2:15][C:16]1[CH:21]=[CH:20][C:19]([F:22])=[CH:18][CH:17]=1. The catalyst is CN(C=O)C. The product is [F:22][C:19]1[CH:20]=[CH:21][C:16]([CH2:15][N:5]2[CH:6]=[CH:7][CH:8]=[C:9]([C:10]([O:12][CH3:13])=[O:11])[C:4]2=[O:3])=[CH:17][CH:18]=1.[F:22][C:19]1[CH:20]=[CH:21][C:16]([CH2:15][N:5]2[CH:6]=[CH:7][CH:8]=[C:9]([C:10]([O:12][CH2:13][C:16]3[CH:21]=[CH:20][C:19]([F:22])=[CH:18][CH:17]=3)=[O:11])[C:4]2=[O:3])=[CH:17][CH:18]=1. The yield is 0.270. (2) The reactants are [F-].C([N+](CCCC)(CCCC)CCCC)CCC.C(C[Si]([O:29][C:30]1[CH:35]=[CH:34][CH:33]=[C:32](O[Si](C(C)(C)C)(C)C)[C:31]=1[CH:44]1[CH2:49][CH2:48][C:47](=[CH2:50])[CH2:46][CH2:45]1)(C(C)C)C)(C)(C)C.[O:51]1CCCC1. No catalyst specified. The product is [CH2:50]=[C:47]1[CH2:48][CH2:49][CH:44]([C:31]2[CH:32]=[CH:33][C:34]([OH:51])=[CH:35][C:30]=2[OH:29])[CH2:45][CH2:46]1. The yield is 0.900. (3) The reactants are [CH:1]1[C:13]2[C:12](=O)[C:11]3[C:6](=[N:7][CH:8]=[CH:9][CH:10]=3)[C:5]=2[N:4]=[CH:3][CH:2]=1.O.NN. The catalyst is C(O)COCCO. The product is [CH:10]1[C:11]2[CH2:12][C:13]3[C:5](=[N:4][CH:3]=[CH:2][CH:1]=3)[C:6]=2[N:7]=[CH:8][CH:9]=1. The yield is 0.917. (4) The reactants are Cl[C:2]1[C:3]2[N:11]=[CH:10][CH:9]=[CH:8][C:4]=2[N:5]=[CH:6][N:7]=1.[Br:12][C:13]1[CH:14]=[C:15]([CH:17]=[CH:18][CH:19]=1)[NH2:16].Cl. The yield is 0.870. The catalyst is CC(O)C. The product is [Br:12][C:13]1[CH:14]=[C:15]([NH:16][C:2]2[C:3]3[N:11]=[CH:10][CH:9]=[CH:8][C:4]=3[N:5]=[CH:6][N:7]=2)[CH:17]=[CH:18][CH:19]=1. (5) The reactants are [NH2:1][C:2]1[CH:3]=[C:4]([C:8]2[C:16]3[C:11](=[CH:12][CH:13]=[C:14]([C:17]([NH2:19])=[O:18])[CH:15]=3)[N:10](C3CCCCO3)[N:9]=2)[CH:5]=[CH:6][CH:7]=1.[CH3:26][N:27]([CH3:38])[C:28]1[CH:33]=[CH:32][C:31]([CH2:34][C:35](O)=[O:36])=[CH:30][CH:29]=1.CCN=C=NCCCN(C)C. No catalyst specified. The product is [CH3:38][N:27]([CH3:26])[C:28]1[CH:33]=[CH:32][C:31]([CH2:34][C:35]([NH:1][C:2]2[CH:3]=[C:4]([C:8]3[C:16]4[C:11](=[CH:12][CH:13]=[C:14]([C:17]([NH2:19])=[O:18])[CH:15]=4)[NH:10][N:9]=3)[CH:5]=[CH:6][CH:7]=2)=[O:36])=[CH:30][CH:29]=1. The yield is 0.130. (6) The reactants are I[C:2]1[C:10]2[CH:9]=[N:8][CH:7]=[N:6][C:5]=2[N:4]([CH:11]([CH3:13])[CH3:12])[CH:3]=1.C([Mg]Cl)(C)C.[Br:19][C:20]1[CH:21]=[N:22][CH:23]=[C:24]([CH:31]=1)[C:25](N(OC)C)=[O:26]. The catalyst is C1COCC1. The product is [Br:19][C:20]1[CH:31]=[C:24]([C:25]([C:2]2[C:10]3[CH:9]=[N:8][CH:7]=[N:6][C:5]=3[N:4]([CH:11]([CH3:13])[CH3:12])[CH:3]=2)=[O:26])[CH:23]=[N:22][CH:21]=1. The yield is 0.330. (7) The yield is 0.950. The reactants are [C:1]([C:5]1[CH:10]=[CH:9][C:8]([OH:11])=[CH:7][CH:6]=1)([CH3:4])([CH3:3])[CH3:2].CO.O.C(Cl)[Cl:16]. The product is [C:1]([C:5]1[CH:6]=[CH:7][C:8]([OH:11])=[C:9]([Cl:16])[CH:10]=1)([CH3:4])([CH3:2])[CH3:3]. No catalyst specified. (8) The reactants are [CH3:1][O:2][CH2:3][CH2:4][O:5][CH2:6][CH2:7][O:8][CH2:9][CH2:10][OH:11].[C:12]([O:16][C:17]([CH3:20])([CH3:19])[CH3:18])(=[O:15])[CH:13]=[CH2:14].C[O-].[Na+]. The catalyst is C(OCC)(=O)C. The product is [CH3:1][O:2][CH2:3][CH2:4][O:5][CH2:6][CH2:7][O:8][CH2:9][CH2:10][O:11][CH2:14][CH2:13][C:12]([O:16][C:17]([CH3:20])([CH3:19])[CH3:18])=[O:15]. The yield is 0.753. (9) The product is [CH2:1]([O:8][C:9]([C:11]1[CH:16]([C:17]2[CH:22]=[CH:21][C:20]([F:23])=[C:19]([F:24])[CH:18]=2)[N:15]([C:30]([O:32][C:33]2[CH:34]=[CH:35][C:36]([N+:39]([O-:41])=[O:40])=[CH:37][CH:38]=2)=[O:31])[C:14]([O:25][CH3:26])=[N:13][C:12]=1[CH2:27][CH3:28])=[O:10])[C:2]1[CH:7]=[CH:6][CH:5]=[CH:4][CH:3]=1. The yield is 0.760. The catalyst is CN(C)C1C=CN=CC=1.C(Cl)Cl. The reactants are [CH2:1]([O:8][C:9]([C:11]1[CH:16]([C:17]2[CH:22]=[CH:21][C:20]([F:23])=[C:19]([F:24])[CH:18]=2)[NH:15][C:14]([O:25][CH3:26])=[N:13][C:12]=1[CH2:27][CH3:28])=[O:10])[C:2]1[CH:7]=[CH:6][CH:5]=[CH:4][CH:3]=1.Cl[C:30]([O:32][C:33]1[CH:38]=[CH:37][C:36]([N+:39]([O-:41])=[O:40])=[CH:35][CH:34]=1)=[O:31].